Dataset: Full USPTO retrosynthesis dataset with 1.9M reactions from patents (1976-2016). Task: Predict the reactants needed to synthesize the given product. (1) Given the product [OH:5][CH2:4][CH2:3][C:2]([NH:1][C:8](=[O:9])[O:10][C:11]([CH3:14])([CH3:13])[CH3:12])([CH3:7])[CH3:6], predict the reactants needed to synthesize it. The reactants are: [NH2:1][C:2]([CH3:7])([CH3:6])[CH2:3][CH2:4][OH:5].[C:8](O[C:8]([O:10][C:11]([CH3:14])([CH3:13])[CH3:12])=[O:9])([O:10][C:11]([CH3:14])([CH3:13])[CH3:12])=[O:9]. (2) Given the product [OH:2][C:3]1[CH:4]=[N:5][CH:6]=[C:7]([O:11][CH3:12])[C:8]=1[CH:9]=[O:10], predict the reactants needed to synthesize it. The reactants are: C[O:2][C:3]1[CH:4]=[N:5][CH:6]=[C:7]([O:11][CH2:12]OC)[C:8]=1[CH:9]=[O:10].Cl.C([O-])([O-])=O.[K+].[K+]. (3) The reactants are: [OH:1][CH2:2][CH2:3][C:4]1[CH:9]=[CH:8][CH:7]=[CH:6][C:5]=1[OH:10].Br[CH2:12][C:13]1[CH:18]=[CH:17][CH:16]=[CH:15][CH:14]=1.C([O-])([O-])=O.[K+].[K+]. Given the product [C:13]1([CH2:12][O:10][C:5]2[CH:6]=[CH:7][CH:8]=[CH:9][C:4]=2[CH2:3][CH2:2][OH:1])[CH:18]=[CH:17][CH:16]=[CH:15][CH:14]=1, predict the reactants needed to synthesize it. (4) Given the product [CH3:18][N:19]([CH3:32])[C:20]1([C:27]2[S:28][CH:29]=[CH:30][CH:31]=2)[CH2:25][CH2:24][C:23]([C:10]2[NH:11][C:12]3[C:17]([C:9]=2[CH2:8][CH2:7][C:4]2[CH:3]=[CH:2][N:1]=[CH:6][CH:5]=2)=[CH:16][CH:15]=[CH:14][CH:13]=3)([C:10]2[NH:11][C:12]3[C:17]([C:9]=2[CH2:8][CH2:7][C:4]2[CH:5]=[CH:6][N:1]=[CH:2][CH:3]=2)=[CH:16][CH:15]=[CH:14][CH:13]=3)[CH2:22][CH2:21]1, predict the reactants needed to synthesize it. The reactants are: [N:1]1[CH:6]=[CH:5][C:4]([CH2:7][CH2:8][C:9]2[C:17]3[C:12](=[CH:13][CH:14]=[CH:15][CH:16]=3)[NH:11][CH:10]=2)=[CH:3][CH:2]=1.[CH3:18][N:19]([CH3:32])[C:20]1([C:27]2[S:28][CH:29]=[CH:30][CH:31]=2)[CH2:25][CH2:24][C:23](=O)[CH2:22][CH2:21]1.FC(F)(F)S(O)(=O)=O. (5) Given the product [CH3:1][NH:2][S:3]([CH2:6][CH2:7][C:8]1[CH:9]=[C:10]2[C:11](=[CH:12][CH:13]=1)[N:14]([CH2:15][C:16]1[CH:21]=[CH:20][CH:19]=[CH:18][CH:17]=1)[CH:23]=[CH:22]2)(=[O:4])=[O:5], predict the reactants needed to synthesize it. The reactants are: [CH3:1][NH:2][S:3]([CH2:6][CH2:7][C:8]1[CH:13]=[CH:12][C:11]([NH:14][CH2:15][C:16]2[CH:21]=[CH:20][CH:19]=[CH:18][CH:17]=2)=[C:10]([C:22]#[CH:23])[CH:9]=1)(=[O:5])=[O:4].CC(C)([O-])C.[K+].O.CCCCCCC. (6) The reactants are: [CH2:1]([NH:8][C:9](=[O:32])[CH:10]([N:14]1[C:18]2[CH:19]=[C:20]([F:24])[C:21]([F:23])=[CH:22][C:17]=2[N:16]=[C:15]1[C:25]1[CH:30]=[CH:29][C:28]([Cl:31])=[CH:27][CH:26]=1)[CH:11]1[CH2:13][CH2:12]1)[C:2]1[CH:7]=[CH:6][CH:5]=[CH:4][CH:3]=1.C(O)(=O)C.C(OC(=O)C)(=O)C.[N:44]([O-])=[O:45].[Na+]. Given the product [CH2:1]([N:8]([N:44]=[O:45])[C:9](=[O:32])[CH:10]([N:14]1[C:18]2[CH:19]=[C:20]([F:24])[C:21]([F:23])=[CH:22][C:17]=2[N:16]=[C:15]1[C:25]1[CH:26]=[CH:27][C:28]([Cl:31])=[CH:29][CH:30]=1)[CH:11]1[CH2:13][CH2:12]1)[C:2]1[CH:3]=[CH:4][CH:5]=[CH:6][CH:7]=1, predict the reactants needed to synthesize it.